This data is from Forward reaction prediction with 1.9M reactions from USPTO patents (1976-2016). The task is: Predict the product of the given reaction. (1) The product is: [CH2:1]([O:3][C:4]1[C:8]([CH2:9][CH2:10][CH2:11][O:23][C:24]2[CH:29]=[CH:28][C:27]([CH2:30][CH2:31][C:32]([OH:34])=[O:33])=[C:26]([O:36][CH3:37])[CH:25]=2)=[CH:7][N:6]([C:13]2[CH:18]=[CH:17][C:16]([C:19]([F:22])([F:21])[F:20])=[CH:15][N:14]=2)[N:5]=1)[CH3:2]. Given the reactants [CH2:1]([O:3][C:4]1[C:8]([CH:9](O)[CH2:10][CH3:11])=[CH:7][N:6]([C:13]2[CH:18]=[CH:17][C:16]([C:19]([F:22])([F:21])[F:20])=[CH:15][N:14]=2)[N:5]=1)[CH3:2].[OH:23][C:24]1[CH:29]=[CH:28][C:27]([CH2:30][CH2:31][C:32]([O:34]C)=[O:33])=[C:26]([O:36][CH3:37])[CH:25]=1.C(P(CCCC)CCCC)CCC.N(C(N1CCCCC1)=O)=NC(N1CCCCC1)=O, predict the reaction product. (2) Given the reactants Cl[C:2]1[N:7]=[C:6]([O:8][C:9]2[C:18]3[C:13](=[CH:14][CH:15]=[CH:16][CH:17]=3)[C:12]([NH:19][C:20]([NH:22][C:23]3[N:27]([C:28]4[CH:33]=[CH:32][C:31]([CH3:34])=[CH:30][CH:29]=4)[N:26]=[C:25]([CH:35]([CH3:37])[CH3:36])[CH:24]=3)=[O:21])=[CH:11][CH:10]=2)[CH:5]=[CH:4][N:3]=1.[CH3:38][O:39][CH2:40][CH2:41][O:42][CH2:43][CH2:44][O:45][CH2:46][CH2:47][O:48][CH2:49][CH2:50][O:51][C:52]1[CH:53]=[C:54]([CH:56]=[C:57]([O:59][CH3:60])[CH:58]=1)[NH2:55].C1COCC1, predict the reaction product. The product is: [CH3:38][O:39][CH2:40][CH2:41][O:42][CH2:43][CH2:44][O:45][CH2:46][CH2:47][O:48][CH2:49][CH2:50][O:51][C:52]1[CH:53]=[C:54]([NH:55][C:2]2[N:7]=[C:6]([O:8][C:9]3[C:18]4[C:13](=[CH:14][CH:15]=[CH:16][CH:17]=4)[C:12]([NH:19][C:20]([NH:22][C:23]4[N:27]([C:28]5[CH:33]=[CH:32][C:31]([CH3:34])=[CH:30][CH:29]=5)[N:26]=[C:25]([CH:35]([CH3:37])[CH3:36])[CH:24]=4)=[O:21])=[CH:11][CH:10]=3)[CH:5]=[CH:4][N:3]=2)[CH:56]=[C:57]([O:59][CH3:60])[CH:58]=1. (3) Given the reactants N#N.[C:3]([O:7][C:8]([NH:10][C@H:11]([CH2:15][C:16]1[CH:21]=[CH:20][C:19]([O:22][CH3:23])=[CH:18][CH:17]=1)[C:12](O)=O)=[O:9])([CH3:6])([CH3:5])[CH3:4].CCN(C(C)C)C(C)C.CN(C(ON1N=NC2C=CC=NC1=2)=[N+](C)C)C.F[P-](F)(F)(F)(F)F.[N:57]1[CH:62]=[CH:61][C:60]([NH2:63])=[C:59]([NH2:64])[CH:58]=1, predict the reaction product. The product is: [N:63]1[C:60]2[CH:61]=[CH:62][N:57]=[CH:58][C:59]=2[NH:64][C:12]=1[C@H:11]([NH:10][C:8](=[O:9])[O:7][C:3]([CH3:6])([CH3:5])[CH3:4])[CH2:15][C:16]1[CH:21]=[CH:20][C:19]([O:22][CH3:23])=[CH:18][CH:17]=1. (4) Given the reactants [F:1][C:2]([F:9])([F:8])/[CH:3]=[CH:4]/[C:5](O)=[O:6].C(Cl)(=O)C(Cl)=O.[N:16]1([C:22]2[CH:27]=[C:26]([C:28](=[O:30])[CH3:29])[CH:25]=[CH:24][N:23]=2)[CH2:21][CH2:20][NH:19][CH2:18][CH2:17]1.CCN(C(C)C)C(C)C, predict the reaction product. The product is: [C:28]([C:26]1[CH:25]=[CH:24][N:23]=[C:22]([N:16]2[CH2:17][CH2:18][N:19]([C:5](=[O:6])/[CH:4]=[CH:3]/[C:2]([F:9])([F:8])[F:1])[CH2:20][CH2:21]2)[CH:27]=1)(=[O:30])[CH3:29]. (5) Given the reactants [CH3:1][CH:2]([CH3:28])[CH2:3][C@H:4]([C:20]1([C:25]([NH2:27])=[O:26])[CH2:24][CH:23]=[CH:22][CH2:21]1)[C:5](=[O:19])[NH:6][CH:7]1[C:13](=[O:14])[NH:12][C:11]2[CH:15]=[CH:16][CH:17]=[CH:18][C:10]=2[CH2:9][CH2:8]1.C([O-])([O-])=O.[K+].[K+].[F:35][C:36]1[CH:50]=[CH:49][CH:48]=[CH:47][C:37]=1[O:38][C:39]1[CH:40]=[C:41]([CH:44]=[CH:45][CH:46]=1)[CH2:42]Br, predict the reaction product. The product is: [F:35][C:36]1[CH:50]=[CH:49][CH:48]=[CH:47][C:37]=1[O:38][C:39]1[CH:40]=[C:41]([CH:44]=[CH:45][CH:46]=1)[CH2:42][N:12]1[C:13](=[O:14])[CH:7]([NH:6][C:5]([CH:4]([C:20]2([C:25]([NH2:27])=[O:26])[CH2:21][CH:22]=[CH:23][CH2:24]2)[CH2:3][CH:2]([CH3:28])[CH3:1])=[O:19])[CH2:8][CH2:9][C:10]2[CH:18]=[CH:17][CH:16]=[CH:15][C:11]1=2. (6) The product is: [ClH:1].[NH2:47][C:48]1[CH:60]=[CH:59][C:23]([NH:22][C:20](=[O:21])[C@H:19]([NH:18][C:16]([N:13]2[C:14](=[O:15])[CH:8]([CH2:7][C:6]3[CH:34]=[C:2]([Cl:1])[CH:3]=[CH:4][C:5]=3[O:35][CH3:36])[CH2:9][NH:10][C:11](=[O:33])[CH2:12]2)=[O:17])[CH2:31][CH3:32])=[CH:57][C:49]=1[C:50]([OH:52])=[O:51]. Given the reactants [Cl:1][C:2]1[CH:3]=[CH:4][C:5]([O:35][CH3:36])=[C:6]([CH:34]=1)[CH2:7][CH:8]1[C:14](=[O:15])[N:13]([C:16]([NH:18][CH:19]([CH2:31][CH3:32])[C:20]([NH:22][CH2:23]C(OC(C)(C)C)=O)=[O:21])=[O:17])[CH2:12][C:11](=[O:33])[NH:10][CH2:9]1.Cl.C(OC(=O)CN)(C)(C)C.[NH2:47][C:48]1[CH:60]=[CH:59]C(N)=[CH:57][C:49]=1[C:50]([O:52]C(C)(C)C)=[O:51], predict the reaction product. (7) Given the reactants [CH3:1][C@@:2]12[C@H:12]3[C@@H:13]([OH:26])[CH2:14][C@:15]4([CH3:25])[C@@:19]([OH:24])([C:20](CO)=[O:21])[CH2:18][CH2:17][C@H:16]4[C@@H:11]3[CH2:10][CH2:9][C:8]1=[CH:7][C:5](=[O:6])[CH2:4][CH2:3]2.C[OH:28], predict the reaction product. The product is: [OH:26][C@@H:13]1[CH:12]2[CH:11]([CH2:10][CH2:9][C:8]3[C@:2]2([CH3:1])[CH2:3][CH2:4][C:5](=[O:6])[CH:7]=3)[CH:16]2[C@@:15]([CH3:25])([C@@:19]([OH:24])([C:20]([OH:28])=[O:21])[CH2:18][CH2:17]2)[CH2:14]1.